From a dataset of Reaction yield outcomes from USPTO patents with 853,638 reactions. Predict the reaction yield, written as a fraction of the theoretical maximum amount of product (1.0 means a 100% yield; for example, 0.34 means a 34% yield). (1) The reactants are [C:1]1([NH2:8])[CH:6]=[CH:5][CH:4]=[CH:3][C:2]=1[NH2:7].[CH2:9]([O:13][C:14]1[CH:15]=[C:16]([CH:22]=[CH:23][CH:24]=1)[O:17][CH2:18][C:19](O)=O)[CH:10]([CH3:12])[CH3:11]. The catalyst is Cl. The product is [N:7]1[C:2]2[CH:3]=[CH:4][CH:5]=[CH:6][C:1]=2[NH:8][C:19]=1[CH2:18][O:17][C:16]1[CH:22]=[CH:23][CH:24]=[C:14]([O:13][CH2:9][CH:10]([CH3:11])[CH3:12])[CH:15]=1. The yield is 0.590. (2) The yield is 0.560. The catalyst is C(Cl)(Cl)Cl. The product is [Cl:1][C:2]1[CH:3]=[N:4][N:5]([CH3:17])[C:6]=1[C:7]1[CH:8]=[C:9]([C:14]([NH:18][C@@H:19]([CH2:32][C:33]2[CH:38]=[CH:37][CH:36]=[C:35]([C:39]([F:42])([F:40])[F:41])[CH:34]=2)[CH2:20][N:21]2[C:22](=[O:31])[C:23]3[C:28](=[CH:27][CH:26]=[CH:25][CH:24]=3)[C:29]2=[O:30])=[O:16])[S:10][C:11]=1[O:12][CH3:13]. The reactants are [Cl:1][C:2]1[CH:3]=[N:4][N:5]([CH3:17])[C:6]=1[C:7]1[CH:8]=[C:9]([C:14]([OH:16])=O)[S:10][C:11]=1[O:12][CH3:13].[NH2:18][C@@H:19]([CH2:32][C:33]1[CH:38]=[CH:37][CH:36]=[C:35]([C:39]([F:42])([F:41])[F:40])[CH:34]=1)[CH2:20][N:21]1[C:29](=[O:30])[C:28]2[C:23](=[CH:24][CH:25]=[CH:26][CH:27]=2)[C:22]1=[O:31].CC(OC(N[C@H](C(O)=O)CC1C=CC=CC=1C(F)(F)F)=O)(C)C.C1CN([P+](Br)(N2CCCC2)N2CCCC2)CC1.F[P-](F)(F)(F)(F)F.CCN(C(C)C)C(C)C. (3) The product is [OH:7][C:6]1[C:8]2[C:13](=[CH:12][C:11]([O:15][CH3:16])=[C:10]([O:17][CH3:18])[CH:9]=2)[N:14]=[N:1][CH:5]=1. The reactants are [N:1]([O-])=O.[Na+].[CH3:5][C:6]([C:8]1[C:13]([NH2:14])=[CH:12][C:11]([O:15][CH3:16])=[C:10]([O:17][CH3:18])[CH:9]=1)=[O:7]. The yield is 0.870. The catalyst is C(O)(=O)C.S(=O)(=O)(O)O.